This data is from Forward reaction prediction with 1.9M reactions from USPTO patents (1976-2016). The task is: Predict the product of the given reaction. (1) Given the reactants [Cl:1][C:2]1[CH:3]=[C:4]2[C:8](=[C:9]([C:11]([O:13][CH2:14][CH3:15])=[O:12])[CH:10]=1)[NH:7][CH:6]=[CH:5]2.C([BH3-])#N.[Na+], predict the reaction product. The product is: [ClH:1].[Cl:1][C:2]1[CH:3]=[C:4]2[C:8](=[C:9]([C:11]([O:13][CH2:14][CH3:15])=[O:12])[CH:10]=1)[NH:7][CH2:6][CH2:5]2. (2) Given the reactants C1(P(C2C=CC=CC=2)C2C=CC=CC=2)C=CC=CC=1.BrN1C(=O)CCC1=O.[CH:28]1([CH2:34][CH:35]([C:39]2[CH:44]=[CH:43][C:42]([S:45]([CH3:48])(=[O:47])=[O:46])=[CH:41][CH:40]=2)[C:36]([OH:38])=O)[CH2:33][CH2:32][CH2:31][CH2:30][CH2:29]1.[NH2:49][C:50]1[S:51][CH:52]=[CH:53][N:54]=1, predict the reaction product. The product is: [CH:28]1([CH2:34][CH:35]([C:39]2[CH:44]=[CH:43][C:42]([S:45]([CH3:48])(=[O:47])=[O:46])=[CH:41][CH:40]=2)[C:36]([NH:49][C:50]2[S:51][CH:52]=[CH:53][N:54]=2)=[O:38])[CH2:29][CH2:30][CH2:31][CH2:32][CH2:33]1. (3) Given the reactants C(Cl)(=O)C(Cl)=O.CS(C)=O.[CH2:11]([N:18]([CH2:26][C:27]1[CH:32]=[CH:31][CH:30]=[CH:29][CH:28]=1)[C@H:19]1[CH2:24][CH2:23][C@H:22]([OH:25])[CH2:21][CH2:20]1)[C:12]1[CH:17]=[CH:16][CH:15]=[CH:14][CH:13]=1.C(N(CC)CC)C, predict the reaction product. The product is: [CH2:26]([N:18]([CH2:11][C:12]1[CH:17]=[CH:16][CH:15]=[CH:14][CH:13]=1)[CH:19]1[CH2:20][CH2:21][C:22](=[O:25])[CH2:23][CH2:24]1)[C:27]1[CH:28]=[CH:29][CH:30]=[CH:31][CH:32]=1. (4) Given the reactants [C:1]([Si:5]([CH3:13])([CH3:12])[O:6][CH2:7][C:8]#[C:9][CH2:10][NH2:11])([CH3:4])([CH3:3])[CH3:2].[CH3:14][C:15]1[CH:20]=[C:19]([CH3:21])[N:18]=[C:17]([CH:22]=[CH:23][C:24]2[C:32]3[C:27](=[CH:28][C:29]([NH:33][C:34]4[CH:42]=[CH:41][CH:40]=[CH:39][C:35]=4[C:36](O)=[O:37])=[CH:30][CH:31]=3)[N:26]([CH:43]3[CH2:48][CH2:47][CH2:46][CH2:45][O:44]3)[N:25]=2)[CH:16]=1, predict the reaction product. The product is: [C:1]([Si:5]([CH3:13])([CH3:12])[O:6][CH2:7][C:8]#[C:9][CH2:10][NH:11][C:36](=[O:37])[C:35]1[CH:39]=[CH:40][CH:41]=[CH:42][C:34]=1[NH:33][C:29]1[CH:28]=[C:27]2[C:32]([C:24]([CH:23]=[CH:22][C:17]3[CH:16]=[C:15]([CH3:14])[CH:20]=[C:19]([CH3:21])[N:18]=3)=[N:25][N:26]2[CH:43]2[CH2:48][CH2:47][CH2:46][CH2:45][O:44]2)=[CH:31][CH:30]=1)([CH3:4])([CH3:3])[CH3:2]. (5) Given the reactants [CH2:1]([N:8]1[CH2:13][CH2:12][C:11]([CH2:15][NH:16][C:17]([C:19]2[NH:20][C:21]3[C:26]([CH:27]=2)=[CH:25][CH:24]=[CH:23][C:22]=3[N:28]([CH3:37])[S:29]([C:32]2[S:33][CH:34]=[CH:35][CH:36]=2)(=[O:31])=[O:30])=O)(O)[CH2:10][CH2:9]1)[C:2]1[CH:7]=[CH:6][CH:5]=[CH:4][CH:3]=1.C1(C)C=CC=CC=1.COC1C=CC(P2(SP(C3C=CC(OC)=CC=3)(=S)S2)=[S:54])=CC=1, predict the reaction product. The product is: [CH2:1]([N:8]1[CH2:13][CH2:12][C:11]2([S:54][C:17]([C:19]3[NH:20][C:21]4[C:26]([CH:27]=3)=[CH:25][CH:24]=[CH:23][C:22]=4[N:28]([CH3:37])[S:29]([C:32]3[S:33][CH:34]=[CH:35][CH:36]=3)(=[O:31])=[O:30])=[N:16][CH2:15]2)[CH2:10][CH2:9]1)[C:2]1[CH:7]=[CH:6][CH:5]=[CH:4][CH:3]=1. (6) The product is: [CH3:21][C:22]1[CH:27]=[C:26]([CH3:28])[N:25]=[C:24]([N:29]2[CH2:34][CH2:33][N:32]([C:35]3[CH:40]=[CH:39][C:38]([NH:41][C:3](=[O:4])[C:2](=[O:1])[C:6]4[N:14]5[C:9]([CH2:10][CH2:11][CH2:12][CH2:13]5)=[CH:8][C:7]=4[C:15]4[CH:20]=[CH:19][CH:18]=[CH:17][CH:16]=4)=[CH:37][CH:36]=3)[CH2:31][CH2:30]2)[CH:23]=1. Given the reactants [O:1]=[C:2]([C:6]1[N:14]2[C:9]([CH2:10][CH2:11][CH2:12][CH2:13]2)=[CH:8][C:7]=1[C:15]1[CH:20]=[CH:19][CH:18]=[CH:17][CH:16]=1)[C:3](Cl)=[O:4].[CH3:21][C:22]1[CH:27]=[C:26]([CH3:28])[N:25]=[C:24]([N:29]2[CH2:34][CH2:33][N:32]([C:35]3[CH:40]=[CH:39][C:38]([NH2:41])=[CH:37][CH:36]=3)[CH2:31][CH2:30]2)[CH:23]=1, predict the reaction product. (7) Given the reactants [CH3:1][C:2]1[CH:8]=[C:7]([CH3:9])[CH:6]=[CH:5][C:3]=1[NH2:4].[N+:10]([O-])([OH:12])=[O:11], predict the reaction product. The product is: [CH3:1][C:2]1[CH:8]=[C:7]([CH3:9])[C:6]([N+:10]([O-:12])=[O:11])=[CH:5][C:3]=1[NH2:4]. (8) The product is: [NH2:8][C:11]1[CH:12]=[CH:13][C:14]([N:17]2[CH2:22][CH2:21][O:20][CH2:19][C:18]2=[O:23])=[CH:15][CH:16]=1. Given the reactants N1CCOCC1=O.[N+:8]([C:11]1[CH:16]=[CH:15][C:14]([N:17]2[CH2:22][CH2:21][O:20][CH2:19][C:18]2=[O:23])=[CH:13][CH:12]=1)([O-])=O, predict the reaction product.